This data is from Full USPTO retrosynthesis dataset with 1.9M reactions from patents (1976-2016). The task is: Predict the reactants needed to synthesize the given product. Given the product [CH2:21]([N:28]1[C:2]2[C:3](=[CH:4][CH:5]=[C:6]([OH:8])[CH:7]=2)[C:9]([CH:10]([CH3:12])[CH3:11])=[N:29]1)[C:22]1[CH:27]=[CH:26][CH:25]=[CH:24][CH:23]=1, predict the reactants needed to synthesize it. The reactants are: F[C:2]1[CH:7]=[C:6]([OH:8])[CH:5]=[CH:4][C:3]=1[C:9](=O)[CH:10]([CH3:12])[CH3:11].C([O-])(=O)C.[Na+].Cl.Cl.[CH2:21]([NH:28][NH2:29])[C:22]1[CH:27]=[CH:26][CH:25]=[CH:24][CH:23]=1.O.